This data is from Forward reaction prediction with 1.9M reactions from USPTO patents (1976-2016). The task is: Predict the product of the given reaction. (1) Given the reactants [C:1]([N:5]1[C:9]([NH:10][C:11]2[N:16]=[C:15]([CH2:17][C:18]3([C:37]([NH:39][NH2:40])=[O:38])[CH2:23][CH2:22][N:21]([C:24](=[O:36])[C:25]4[CH:30]=[CH:29][CH:28]=[C:27]([C:31]([F:34])([F:33])[F:32])[C:26]=4[F:35])[CH2:20][CH2:19]3)[CH:14]=[CH:13][CH:12]=2)=[CH:8][CH:7]=[N:6]1)([CH3:4])([CH3:3])[CH3:2].[C:41](N1C=CN=C1)(N1C=CN=C1)=[O:42], predict the reaction product. The product is: [C:1]([N:5]1[C:9]([NH:10][C:11]2[N:16]=[C:15]([CH2:17][C:18]3([C:37]4[O:38][C:41](=[O:42])[NH:40][N:39]=4)[CH2:19][CH2:20][N:21]([C:24](=[O:36])[C:25]4[CH:30]=[CH:29][CH:28]=[C:27]([C:31]([F:33])([F:32])[F:34])[C:26]=4[F:35])[CH2:22][CH2:23]3)[CH:14]=[CH:13][CH:12]=2)=[CH:8][CH:7]=[N:6]1)([CH3:4])([CH3:2])[CH3:3]. (2) Given the reactants [NH:1]1[C:5]2=[N:6][CH:7]=[CH:8][CH:9]=[C:4]2[C:3]([CH:10]=[C:11]2[O:15][C:14]([NH:16][CH:17]3[CH2:19][CH2:18]3)=[C:13](C(OC)=O)[C:12]2=[O:24])=[CH:2]1.[OH-].[K+], predict the reaction product. The product is: [NH:1]1[C:5]2=[N:6][CH:7]=[CH:8][CH:9]=[C:4]2[C:3]([CH:10]=[C:11]2[C:12](=[O:24])[CH:13]=[C:14]([NH:16][CH:17]3[CH2:18][CH2:19]3)[O:15]2)=[CH:2]1.